This data is from Full USPTO retrosynthesis dataset with 1.9M reactions from patents (1976-2016). The task is: Predict the reactants needed to synthesize the given product. Given the product [CH3:2][C:3]1[C:12]2[C:7](=[CH:8][CH:9]=[CH:10][CH:11]=2)[CH:6]=[C:5]([C:13]([F:15])([F:14])[F:16])[N:4]=1, predict the reactants needed to synthesize it. The reactants are: Cl[CH2:2][C:3]1[C:12]2[C:7](=[CH:8][CH:9]=[CH:10][CH:11]=2)[CH2:6][CH:5]([C:13]([F:16])([F:15])[F:14])[N:4]=1.CC(C)([O-])C.[K+].